This data is from NCI-60 drug combinations with 297,098 pairs across 59 cell lines. The task is: Regression. Given two drug SMILES strings and cell line genomic features, predict the synergy score measuring deviation from expected non-interaction effect. Drug 1: C1=NC(=NC(=O)N1C2C(C(C(O2)CO)O)O)N. Drug 2: C(CC(=O)O)C(=O)CN.Cl. Cell line: HL-60(TB). Synergy scores: CSS=73.5, Synergy_ZIP=-3.96, Synergy_Bliss=-2.84, Synergy_Loewe=-44.8, Synergy_HSA=-2.47.